From a dataset of Full USPTO retrosynthesis dataset with 1.9M reactions from patents (1976-2016). Predict the reactants needed to synthesize the given product. Given the product [C:20]([CH2:19][O:1][C:2]1[CH:3]=[C:4]([NH:8][C:9](=[O:11])[CH3:10])[CH:5]=[CH:6][CH:7]=1)#[N:21], predict the reactants needed to synthesize it. The reactants are: [OH:1][C:2]1[CH:3]=[C:4]([NH:8][C:9](=[O:11])[CH3:10])[CH:5]=[CH:6][CH:7]=1.C([O-])([O-])=O.[K+].[K+].Br[CH2:19][C:20]#[N:21].